Dataset: Ames mutagenicity test results for genotoxicity prediction. Task: Regression/Classification. Given a drug SMILES string, predict its toxicity properties. Task type varies by dataset: regression for continuous values (e.g., LD50, hERG inhibition percentage) or binary classification for toxic/non-toxic outcomes (e.g., AMES mutagenicity, cardiotoxicity, hepatotoxicity). Dataset: ames. The molecule is CCCN(CCCCO)N=O. The result is 1 (mutagenic).